Task: Predict the reactants needed to synthesize the given product.. Dataset: Full USPTO retrosynthesis dataset with 1.9M reactions from patents (1976-2016) (1) Given the product [N:36]1([CH2:35][CH2:34][NH:33][C:32]([C:29]2[CH:30]=[CH:31][C:26]([C:23]3[CH:22]=[CH:21][C:20]([NH:19][C:17]([NH:16][CH2:15][C:12]4[CH:11]=[N:10][C:9]([NH2:8])=[CH:14][CH:13]=4)=[O:18])=[CH:25][CH:24]=3)=[CH:27][C:28]=2[NH:43][CH2:44][CH3:45])=[O:42])[CH2:41][CH2:40][CH2:39][CH2:38][CH2:37]1, predict the reactants needed to synthesize it. The reactants are: Cl.C(OC(=O)[NH:8][C:9]1[CH:14]=[CH:13][C:12]([CH2:15][NH:16][C:17]([NH:19][C:20]2[CH:25]=[CH:24][C:23]([C:26]3[CH:31]=[CH:30][C:29]([C:32](=[O:42])[NH:33][CH2:34][CH2:35][N:36]4[CH2:41][CH2:40][CH2:39][CH2:38][CH2:37]4)=[C:28]([NH:43][CH2:44][CH3:45])[CH:27]=3)=[CH:22][CH:21]=2)=[O:18])=[CH:11][N:10]=1)(C)(C)C. (2) Given the product [NH2:1][C:2]1[O:6][N:5]=[C:4]([C:7]2[CH:12]=[CH:11][CH:10]=[C:9]([F:13])[CH:8]=2)[C:3]=1[C:14]([N:40]1[CH2:39][CH2:38][N:37]([C:32]2[CH:33]=[CH:34][C:35]([Cl:36])=[C:30]([Cl:29])[CH:31]=2)[CH2:42][CH2:41]1)=[O:16], predict the reactants needed to synthesize it. The reactants are: [NH2:1][C:2]1[O:6][N:5]=[C:4]([C:7]2[CH:12]=[CH:11][CH:10]=[C:9]([F:13])[CH:8]=2)[C:3]=1[C:14]([OH:16])=O.Cl.C(N=C=NCCCN(C)C)C.[Cl:29][C:30]1[CH:31]=[C:32]([N:37]2[CH2:42][CH2:41][NH:40][CH2:39][CH2:38]2)[CH:33]=[CH:34][C:35]=1[Cl:36]. (3) Given the product [Cl:1][C:2]1[N:6]2[CH:7]=[C:8]([C:15]3[CH:19]=[CH:18][O:17][CH:16]=3)[CH:9]=[C:10]([C:11]([F:12])([F:13])[F:14])[C:5]2=[N:4][C:3]=1[C:20]([N:22]1[CH2:27][CH:26]=[C:25]([C:7]2[C:36](=[O:39])[CH2:10][CH2:9][CH:8]=2)[CH2:24][CH2:23]1)=[O:21], predict the reactants needed to synthesize it. The reactants are: [Cl:1][C:2]1[N:6]2[CH:7]=[C:8]([C:15]3[CH:19]=[CH:18][O:17][CH:16]=3)[CH:9]=[C:10]([C:11]([F:14])([F:13])[F:12])[C:5]2=[N:4][C:3]=1[C:20]([N:22]1[CH2:27][CH:26]=[C:25](OS(C(F)(F)F)(=O)=O)[CH2:24][CH2:23]1)=[O:21].[C:36]([O-:39])(O)=O.[Na+].